This data is from Reaction yield outcomes from USPTO patents with 853,638 reactions. The task is: Predict the reaction yield, written as a fraction of the theoretical maximum amount of product (1.0 means a 100% yield; for example, 0.34 means a 34% yield). (1) The reactants are C1(P(C2C=CC=CC=2)CCCP(C2C=CC=CC=2)C2C=CC=CC=2)C=CC=CC=1.Br[C:31]1[C:39]2[C:34](=[N:35][CH:36]=[C:37]([C:40]3[CH:41]=[C:42]([CH:46]=[CH:47][C:48]=3[CH3:49])[C:43]([OH:45])=[O:44])[CH:38]=2)[O:33][C:32]=1[C:50]1[CH:55]=[CH:54][C:53]([F:56])=[CH:52][CH:51]=1.C[CH2:58][O:59][C:60](C)=[O:61]. The catalyst is CO.CS(C)=O.C([O-])(=O)C.[Pd+2].C([O-])(=O)C. The product is [F:56][C:53]1[CH:54]=[CH:55][C:50]([C:32]2[O:33][C:34]3=[N:35][CH:36]=[C:37]([C:40]4[CH:41]=[C:42]([CH:46]=[CH:47][C:48]=4[CH3:49])[C:43]([OH:45])=[O:44])[CH:38]=[C:39]3[C:31]=2[C:60]([O:59][CH3:58])=[O:61])=[CH:51][CH:52]=1. The yield is 0.670. (2) The reactants are [NH2:1][CH2:2][CH2:3][C:4]1([C:9]([NH:11][C@@H:12]([CH2:16][C:17]2[CH:22]=[CH:21][C:20]([NH:23][C:24](=[O:33])[C:25]3[C:30]([Cl:31])=[CH:29][CH:28]=[CH:27][C:26]=3[Cl:32])=[CH:19][CH:18]=2)[C:13]([OH:15])=[O:14])=[O:10])[CH2:8][CH2:7][CH2:6][CH2:5]1.O=C1CCC(=O)N1[O:41][C:42](=O)[CH2:43][CH2:44][O:45][CH2:46][CH2:47][O:48][CH2:49][CH2:50][O:51][CH2:52][CH2:53][O:54][CH2:55][CH2:56][O:57][CH2:58][CH2:59][O:60][CH2:61][CH2:62][O:63][CH2:64][CH2:65][O:66][CH2:67][CH2:68][NH:69][C:70](=[O:80])[CH2:71][CH2:72][N:73]1[C:77](=[O:78])[CH:76]=[CH:75][C:74]1=[O:79].CCN(C(C)C)C(C)C. No catalyst specified. The product is [Cl:31][C:30]1[CH:29]=[CH:28][CH:27]=[C:26]([Cl:32])[C:25]=1[C:24]([NH:23][C:20]1[CH:19]=[CH:18][C:17]([CH2:16][C@H:12]([NH:11][C:9]([C:4]2([CH2:3][CH2:2][NH:1][C:42](=[O:41])[CH2:43][CH2:44][O:45][CH2:46][CH2:47][O:48][CH2:49][CH2:50][O:51][CH2:52][CH2:53][O:54][CH2:55][CH2:56][O:57][CH2:58][CH2:59][O:60][CH2:61][CH2:62][O:63][CH2:64][CH2:65][O:66][CH2:67][CH2:68][NH:69][C:70](=[O:80])[CH2:71][CH2:72][N:73]3[C:77](=[O:78])[CH:76]=[CH:75][C:74]3=[O:79])[CH2:8][CH2:7][CH2:6][CH2:5]2)=[O:10])[C:13]([OH:15])=[O:14])=[CH:22][CH:21]=1)=[O:33]. The yield is 0.740. (3) The reactants are [CH:1]([C:4]1[NH:5][C:6]([C:24]2[CH:29]=[CH:28][CH:27]=[C:26]([CH3:30])[N:25]=2)=[C:7]([C:9]2[CH:10]=[C:11]([C:15]3[CH:20]=[CH:19][C:18]([N+:21]([O-])=O)=[CH:17][N:16]=3)[CH:12]=[CH:13][CH:14]=2)[N:8]=1)([CH3:3])[CH3:2]. The catalyst is C(O)C.[OH-].[Pd+2].[OH-].[C]. The product is [CH:1]([C:4]1[NH:5][C:6]([C:24]2[CH:29]=[CH:28][CH:27]=[C:26]([CH3:30])[N:25]=2)=[C:7]([C:9]2[CH:10]=[C:11]([C:15]3[N:16]=[CH:17][C:18]([NH2:21])=[CH:19][CH:20]=3)[CH:12]=[CH:13][CH:14]=2)[N:8]=1)([CH3:3])[CH3:2]. The yield is 0.520. (4) The reactants are Cl[C:2]1[N:3]=[CH:4][C:5]([C:8]([O:10][C:11]([CH3:14])([CH3:13])[CH3:12])=[O:9])=[N:6][CH:7]=1.[CH2:15]([OH:18])[C:16]#[CH:17]. The catalyst is O1CCOCC1. The product is [CH2:15]([O:18][C:2]1[N:3]=[CH:4][C:5]([C:8]([O:10][C:11]([CH3:14])([CH3:13])[CH3:12])=[O:9])=[N:6][CH:7]=1)[C:16]#[CH:17]. The yield is 0.510. (5) The reactants are [N+:1]([C:4]1[CH:9]=[CH:8][N:7]=[C:6]([O:10][CH2:11][C:12]([F:15])([F:14])[F:13])[CH:5]=1)([O-])=O. The catalyst is CCO.[Pd]. The product is [F:15][C:12]([F:13])([F:14])[CH2:11][O:10][C:6]1[CH:5]=[C:4]([NH2:1])[CH:9]=[CH:8][N:7]=1. The yield is 1.00. (6) The reactants are [CH:1]1([C:4]2[NH:8][N:7]=[C:6]([NH:9][C:10]3[C:11]([N+:19]([O-:21])=[O:20])=[C:12]([CH:15]=[C:16](F)[CH:17]=3)[C:13]#[N:14])[CH:5]=2)[CH2:3][CH2:2]1.[F:22][C:23]1[CH:28]=[CH:27][C:26]([C@@H:29]([NH2:31])[CH3:30])=[CH:25][CH:24]=1.CCN(C(C)C)C(C)C. The product is [CH:1]1([C:4]2[NH:8][N:7]=[C:6]([NH:9][C:10]3[C:11]([N+:19]([O-:21])=[O:20])=[C:12]([CH:15]=[C:16]([NH:31][C@H:29]([C:26]4[CH:27]=[CH:28][C:23]([F:22])=[CH:24][CH:25]=4)[CH3:30])[CH:17]=3)[C:13]#[N:14])[CH:5]=2)[CH2:3][CH2:2]1. The yield is 0.890. The catalyst is CCCCO.